From a dataset of Catalyst prediction with 721,799 reactions and 888 catalyst types from USPTO. Predict which catalyst facilitates the given reaction. Reactant: [Br:1][C:2]1[CH:3]=[C:4]2[N:11](C(OCC)=O)[C:10](=[O:17])[NH:9][C:5]2=[N:6][C:7]=1[CH3:8].[C:18](O[C:18]([O:20][C:21]([CH3:24])([CH3:23])[CH3:22])=[O:19])([O:20][C:21]([CH3:24])([CH3:23])[CH3:22])=[O:19].CC(N)C. Product: [Br:1][C:2]1[CH:3]=[C:4]2[NH:11][C:10](=[O:17])[N:9]([C:18]([O:20][C:21]([CH3:24])([CH3:23])[CH3:22])=[O:19])[C:5]2=[N:6][C:7]=1[CH3:8]. The catalyst class is: 251.